From a dataset of Full USPTO retrosynthesis dataset with 1.9M reactions from patents (1976-2016). Predict the reactants needed to synthesize the given product. (1) Given the product [C:57]([C:48]1[CH:49]=[C:50]([C:55]#[N:56])[C:51]([F:54])=[CH:52][CH:53]=1)(=[O:59])[CH3:58], predict the reactants needed to synthesize it. The reactants are: C1(C2C3C(=CC=CC=3)C=CC=2P(C2C=CC=CC=2)C2C=CC=CC=2)C2C(=CC=CC=2)C=CC=1P(C1C=CC=CC=1)C1C=CC=CC=1.Br[C:48]1[CH:49]=[C:50]([C:55]#[N:56])[C:51]([F:54])=[CH:52][CH:53]=1.[CH2:57]([O:59]C([Sn](CCCC)(CCCC)CCCC)=C)[CH3:58]. (2) The reactants are: [CH3:1][N:2]1[C:6]2[C:7](=[O:13])[CH2:8][NH:9][S:10](=[O:12])(=[O:11])[C:5]=2[CH:4]=[CH:3]1.[Br:14][CH2:15][CH2:16][CH2:17]Br.C(=O)([O-])[O-].[K+].[K+]. Given the product [Br:14][CH2:15][CH2:16][CH2:17][N:9]1[CH2:8][C:7](=[O:13])[C:6]2[N:2]([CH3:1])[CH:3]=[CH:4][C:5]=2[S:10]1(=[O:12])=[O:11], predict the reactants needed to synthesize it. (3) Given the product [CH:1]1([NH:7][CH2:9][SiH:10]([O:13][CH3:14])[O:11][CH3:12])[CH2:6][CH2:5][CH2:4][CH2:3][CH2:2]1, predict the reactants needed to synthesize it. The reactants are: [CH:1]1([NH2:7])[CH2:6][CH2:5][CH2:4][CH2:3][CH2:2]1.Cl[CH2:9][Si:10](C)([O:13][CH3:14])[O:11][CH3:12].[SiH4]. (4) Given the product [F:1][C:2]1[C:7]([O:8][CH3:9])=[CH:6][C:5]([O:10][CH3:11])=[C:4]([F:12])[C:3]=1[C:13]1[N:18]=[CH:17][C:16]2[C:19]([C:37]3[CH:38]=[C:39]4[C:34](=[CH:35][CH:36]=3)[C:33](=[O:50])[N:32]([CH:29]([CH3:31])[CH3:30])[CH2:40]4)=[N:20][NH:21][C:15]=2[CH:14]=1, predict the reactants needed to synthesize it. The reactants are: [F:1][C:2]1[C:7]([O:8][CH3:9])=[CH:6][C:5]([O:10][CH3:11])=[C:4]([F:12])[C:3]=1[C:13]1[N:18]=[CH:17][C:16]2[C:19](I)=[N:20][N:21](C3CCCCO3)[C:15]=2[CH:14]=1.[CH:29]([N:32]1[CH2:40][C:39]2[C:34](=[CH:35][CH:36]=[C:37](B3OC(C)(C)C(C)(C)O3)[CH:38]=2)[C:33]1=[O:50])([CH3:31])[CH3:30]. (5) Given the product [CH2:1]([N:8]1[C:20]2[C:19]3[N:18]=[CH:17][CH:16]=[CH:15][C:14]=3[N:13]=[CH:12][C:11]=2[N:10]=[C:9]1[S:33]([CH3:23])(=[O:36])=[O:34])[C:2]1[CH:7]=[CH:6][CH:5]=[CH:4][CH:3]=1, predict the reactants needed to synthesize it. The reactants are: [CH2:1]([N:8]1[C:20]2[C:19]3[N:18]=[CH:17][CH:16]=[CH:15][C:14]=3[N:13]=[CH:12][C:11]=2[N:10]=[C:9]1SC)[C:2]1[CH:7]=[CH:6][CH:5]=[CH:4][CH:3]=1.[C:23](O)(=O)C.[Mn]([O-])(=O)(=O)=O.[K+].[S:33](=[O:36])(O)[O-:34].[Na+]. (6) Given the product [ClH:21].[CH2:11]([CH:10]([CH2:22][N:23]([CH3:19])[CH3:24])[C:9]([C:5]1[CH:6]=[CH:7][CH:8]=[C:3]([O:2][CH3:1])[CH:4]=1)=[O:18])[C:12]1[CH:17]=[CH:16][CH:15]=[CH:14][CH:13]=1, predict the reactants needed to synthesize it. The reactants are: [CH3:1][O:2][C:3]1[CH:4]=[C:5]([C:9](=[O:18])[CH2:10][CH2:11][C:12]2[CH:17]=[CH:16][CH:15]=[CH:14][CH:13]=2)[CH:6]=[CH:7][CH:8]=1.[CH2:19]=O.[ClH:21].[CH3:22][NH:23][CH3:24]. (7) Given the product [Cl:19][C:20]1[CH:39]=[CH:38][C:23]([NH:24][C:25]2[C:34]3[C:29](=[CH:30][C:31]([O:37][CH2:55][CH2:56][N:57]4[CH2:62][CH2:61][S:60](=[O:64])(=[O:63])[CH2:59][CH2:58]4)=[C:32]([O:35][CH3:36])[CH:33]=3)[N:28]=[CH:27][N:26]=2)=[C:22]([F:40])[CH:21]=1, predict the reactants needed to synthesize it. The reactants are: N(C(N1CCCCC1)=O)=NC(N1CCCCC1)=O.[Cl:19][C:20]1[CH:39]=[CH:38][C:23]([NH:24][C:25]2[C:34]3[C:29](=[CH:30][C:31]([OH:37])=[C:32]([O:35][CH3:36])[CH:33]=3)[N:28]=[CH:27][N:26]=2)=[C:22]([F:40])[CH:21]=1.C(P(CCCC)CCCC)CCC.O[CH2:55][CH2:56][N:57]1[CH2:62][CH2:61][S:60](=[O:64])(=[O:63])[CH2:59][CH2:58]1. (8) Given the product [Br:15][CH:10]1[C:9](=[O:14])[CH:8]([C:3]2[CH:4]=[CH:5][CH:6]=[CH:7][C:2]=2[Cl:1])[CH2:13][CH2:12][CH2:11]1, predict the reactants needed to synthesize it. The reactants are: [Cl:1][C:2]1[CH:7]=[CH:6][CH:5]=[CH:4][C:3]=1[CH:8]1[CH2:13][CH2:12][CH2:11][CH2:10][C:9]1=[O:14].[Br:15]Br.